Dataset: Reaction yield outcomes from USPTO patents with 853,638 reactions. Task: Predict the reaction yield, written as a fraction of the theoretical maximum amount of product (1.0 means a 100% yield; for example, 0.34 means a 34% yield). (1) The reactants are C([O:8][C:9]1[CH:18]=[CH:17][C:12]([O:13][CH2:14][CH2:15][Br:16])=[CH:11][CH:10]=1)C1C=CC=CC=1. The catalyst is C1COCC1.C(O)C.[Pd]. The product is [Br:16][CH2:15][CH2:14][O:13][C:12]1[CH:17]=[CH:18][C:9]([OH:8])=[CH:10][CH:11]=1. The yield is 0.990. (2) The reactants are C1COC2C=CC(NC3C(F)=CN=C(NC4C=CC=C(O)C=4)N=3)=CC=2O1.[NH2:27][C:28]1[CH:29]=[C:30]([CH:33]=[CH:34][CH:35]=1)[C:31]#[N:32].[Cl:36][C:37]1[N:42]=[C:41](Cl)[C:40]([F:44])=[CH:39][N:38]=1. No catalyst specified. The product is [Cl:36][C:37]1[N:42]=[C:41]([NH:27][C:28]2[CH:35]=[CH:34][CH:33]=[C:30]([C:31]#[N:32])[CH:29]=2)[C:40]([F:44])=[CH:39][N:38]=1. The yield is 0.860. (3) The reactants are [Cl:1][C:2]1[CH:11]=[CH:10][C:9]2[C:4](=[CH:5][CH:6]=[C:7]([O:12][CH3:13])[CH:8]=2)[N:3]=1.[Br:14]Br. The catalyst is C(Cl)Cl. The product is [Br:14][C:8]1[C:7]([O:12][CH3:13])=[CH:6][CH:5]=[C:4]2[C:9]=1[CH:10]=[CH:11][C:2]([Cl:1])=[N:3]2. The yield is 0.990. (4) The reactants are CC(OI1(OC(C)=O)(OC(C)=O)OC(=O)C2C=CC=CC1=2)=O.[CH3:23][O:24][C:25]1[CH:26]=[C:27]([CH:33]([C:35]2[CH:36]=[C:37]3[C:42](=[CH:43][CH:44]=2)[O:41][C:40]([CH3:46])([CH3:45])[CH:39]=[CH:38]3)[OH:34])[CH:28]=[CH:29][C:30]=1[O:31][CH3:32]. The catalyst is C(Cl)Cl.S([O-])([O-])(=O)=S.[Na+].[Na+]. The product is [CH3:23][O:24][C:25]1[CH:26]=[C:27]([C:33]([C:35]2[CH:36]=[C:37]3[C:42](=[CH:43][CH:44]=2)[O:41][C:40]([CH3:46])([CH3:45])[CH:39]=[CH:38]3)=[O:34])[CH:28]=[CH:29][C:30]=1[O:31][CH3:32]. The yield is 0.810. (5) The reactants are [O:1]1[C:5]2([CH2:10][CH2:9][NH:8][CH2:7][CH2:6]2)[O:4][CH2:3][CH2:2]1.[C:11]([C:13]1(F)[C:22]2[C:17](=[CH:18][CH:19]=[CH:20][CH:21]=2)[CH:16]=[CH:15][CH2:14]1)#[N:12]. The catalyst is C1COCC1. The product is [O:1]1[C:5]2([CH2:10][CH2:9][N:8]([C:16]3[C:17]4[C:22](=[CH:21][CH:20]=[CH:19][CH:18]=4)[C:13]([C:11]#[N:12])=[CH:14][CH:15]=3)[CH2:7][CH2:6]2)[O:4][CH2:3][CH2:2]1. The yield is 0.430. (6) The reactants are [F:1][C:2]1[CH:7]=[CH:6][C:5]([N:8]2[CH:12]=[C:11]([C:13]3[CH:18]=[CH:17][C:16]([C@@H:19]4[O:24][CH2:23][CH2:22][N:21](C(OC(C)(C)C)=O)[CH2:20]4)=[CH:15][CH:14]=3)[CH:10]=[N:9]2)=[CH:4][CH:3]=1.[ClH:32].CCOCC. The catalyst is O1CCOCC1. The product is [ClH:32].[F:1][C:2]1[CH:7]=[CH:6][C:5]([N:8]2[CH:12]=[C:11]([C:13]3[CH:14]=[CH:15][C:16]([C@@H:19]4[O:24][CH2:23][CH2:22][NH:21][CH2:20]4)=[CH:17][CH:18]=3)[CH:10]=[N:9]2)=[CH:4][CH:3]=1. The yield is 0.990. (7) The reactants are [CH:1]([C:3]1[O:4][C:5]2[CH:11]=[C:10]([C:12]([O:14][CH3:15])=[O:13])[CH:9]=[CH:8][C:6]=2[CH:7]=1)=[O:2].[CH3:16][Mg]Br. The catalyst is C1COCC1. The product is [OH:2][CH:1]([C:3]1[O:4][C:5]2[CH:11]=[C:10]([C:12]([O:14][CH3:15])=[O:13])[CH:9]=[CH:8][C:6]=2[CH:7]=1)[CH3:16]. The yield is 0.510. (8) The reactants are [CH3:1][C:2]([CH3:36])([Si:4]([CH3:35])([CH3:34])[O:5][CH2:6][C@@H:7]([N:20]([CH2:28][C:29](=[O:33])/[CH:30]=C/C)[C:21](=[O:27])[O:22][C:23]([CH3:26])([CH3:25])[CH3:24])[C:8](=C)[CH2:9][CH2:10][O:11][Si:12]([CH3:18])([CH3:17])[C:13]([CH3:16])([CH3:15])[CH3:14])[CH3:3]. The catalyst is C1(C)C=CC=CC=1.CC1C=C(C)C(N2C(=[Ru](Cl)(Cl)=CC3C=CC=CC=3OC(C)C)N(C3C(C)=CC(C)=CC=3C)CC2)=C(C)C=1. The product is [Si:12]([O:11][CH2:10][CH2:9][C:8]1[C@@H:7]([CH2:6][O:5][Si:4]([C:2]([CH3:36])([CH3:3])[CH3:1])([CH3:35])[CH3:34])[N:20]([C:21]([O:22][C:23]([CH3:25])([CH3:24])[CH3:26])=[O:27])[CH2:28][C:29](=[O:33])[CH:30]=1)([C:13]([CH3:15])([CH3:16])[CH3:14])([CH3:18])[CH3:17]. The yield is 0.930.